This data is from Reaction yield outcomes from USPTO patents with 853,638 reactions. The task is: Predict the reaction yield, written as a fraction of the theoretical maximum amount of product (1.0 means a 100% yield; for example, 0.34 means a 34% yield). (1) The reactants are [Cl:1][C:2]1[CH:11]=[C:10]([F:12])[C:9]2[C:4](=[CH:5][CH:6]=[C:7]([O:13]C)[CH:8]=2)[N:3]=1.B(Br)(Br)Br. The catalyst is C(Cl)Cl. The product is [Cl:1][C:2]1[CH:11]=[C:10]([F:12])[C:9]2[C:4](=[CH:5][CH:6]=[C:7]([OH:13])[CH:8]=2)[N:3]=1. The yield is 0.690. (2) The reactants are [Cl:1][C:2]1[CH:3]=[C:4]([C:8]#[C:9][C:10]2[NH:11][O:12][CH:13]3[NH:17][CH2:16][CH2:15][C:14]=23)[CH:5]=[CH:6][CH:7]=1.[CH3:18][N:19]1[CH2:24][CH2:23][CH:22]([C:25](O)=[O:26])[CH2:21][CH2:20]1.CCN(C(C)C)C(C)C.CN(C(ON1N=NC2C=CC=NC1=2)=[N+](C)C)C.F[P-](F)(F)(F)(F)F.C(=O)(O)[O-].[Na+]. The catalyst is C(Cl)Cl.CN(C=O)C. The product is [Cl:1][C:2]1[CH:3]=[C:4]([C:8]#[C:9][C:10]2[CH:14]3[CH2:15][CH2:16][N:17]([C:25]([CH:22]4[CH2:23][CH2:24][N:19]([CH3:18])[CH2:20][CH2:21]4)=[O:26])[CH:13]3[O:12][N:11]=2)[CH:5]=[CH:6][CH:7]=1. The yield is 0.510. (3) The reactants are [OH:1][C:2]1[CH:11]=[C:10]2[C:5]([CH2:6][CH2:7][CH2:8][C:9]2=[O:12])=[CH:4][CH:3]=1.[Br:13][C:14]1[CH:19]=[CH:18][C:17]([Cl:20])=[CH:16][C:15]=1[CH2:21]Br.C(=O)([O-])[O-].[K+].[K+]. The catalyst is CN(C)C=O.C(OCC)(=O)C. The product is [Br:13][C:14]1[CH:19]=[CH:18][C:17]([Cl:20])=[CH:16][C:15]=1[CH2:21][O:1][C:2]1[CH:11]=[C:10]2[C:5]([CH2:6][CH2:7][CH2:8][C:9]2=[O:12])=[CH:4][CH:3]=1. The yield is 0.890. (4) The reactants are [CH2:1]([N:3]([CH2:30][CH3:31])[CH2:4][CH2:5][NH:6][C:7]([C:9]1[C:17]2[CH2:16][CH2:15][CH2:14]/[C:13](=[C:18]3/[C:19](=[O:28])[NH:20][C:21]4[C:26]/3=[CH:25][C:24]([F:27])=[CH:23][CH:22]=4)/[C:12]=2[NH:11][C:10]=1[CH3:29])=[O:8])[CH3:2].C(#N)C.[CH3:35][S:36]([OH:39])(=[O:38])=[O:37]. The catalyst is ClCCl. The product is [CH3:35][S:36]([OH:39])(=[O:38])=[O:37].[CH2:30]([N:3]([CH2:1][CH3:2])[CH2:4][CH2:5][NH:6][C:7]([C:9]1[C:17]2[CH2:16][CH2:15][CH2:14]/[C:13](=[C:18]3/[C:19](=[O:28])[NH:20][C:21]4[C:26]/3=[CH:25][C:24]([F:27])=[CH:23][CH:22]=4)/[C:12]=2[NH:11][C:10]=1[CH3:29])=[O:8])[CH3:31]. The yield is 0.830.